This data is from Forward reaction prediction with 1.9M reactions from USPTO patents (1976-2016). The task is: Predict the product of the given reaction. (1) Given the reactants [CH2:1]([O:8][C:9]1[CH:10]=[C:11]([S:15][C:16]2[CH:17]=[C:18]3[C:23](=[CH:24][CH:25]=2)[CH:22]=[C:21]([C@:26]2([CH3:32])[CH2:30][O:29]C(=O)[NH:27]2)[CH:20]=[CH:19]3)[CH:12]=[CH:13][CH:14]=1)[C:2]1[CH:7]=[CH:6][CH:5]=[CH:4][CH:3]=1.C(O)C.O.[OH-].[Li+], predict the reaction product. The product is: [NH2:27][C@@:26]([C:21]1[CH:20]=[CH:19][C:18]2[C:23](=[CH:24][CH:25]=[C:16]([S:15][C:11]3[CH:12]=[CH:13][CH:14]=[C:9]([O:8][CH2:1][C:2]4[CH:7]=[CH:6][CH:5]=[CH:4][CH:3]=4)[CH:10]=3)[CH:17]=2)[CH:22]=1)([CH3:32])[CH2:30][OH:29]. (2) Given the reactants [CH:1]1([CH:7]([OH:38])[CH2:8][N:9]2[C:14](=[O:15])[C:13]([CH2:16][C:17]3[CH:22]=[CH:21][C:20]([C:23]4[C:24]([C:29]#[N:30])=[CH:25][CH:26]=[CH:27][CH:28]=4)=[CH:19][CH:18]=3)=[C:12]([CH2:31][CH2:32][CH3:33])[N:11]3[N:34]=[C:35]([CH3:37])[N:36]=[C:10]23)[CH2:6][CH2:5][CH2:4][CH2:3][CH2:2]1.N1C(C)=CC=CC=1C.FC(F)(F)S(O[Si:53]([C:56]([CH3:59])([CH3:58])[CH3:57])([CH3:55])[CH3:54])(=O)=O, predict the reaction product. The product is: [Si:53]([O:38][CH:7]([CH:1]1[CH2:6][CH2:5][CH2:4][CH2:3][CH2:2]1)[CH2:8][N:9]1[C:14](=[O:15])[C:13]([CH2:16][C:17]2[CH:22]=[CH:21][C:20]([C:23]3[C:24]([C:29]#[N:30])=[CH:25][CH:26]=[CH:27][CH:28]=3)=[CH:19][CH:18]=2)=[C:12]([CH2:31][CH2:32][CH3:33])[N:11]2[N:34]=[C:35]([CH3:37])[N:36]=[C:10]12)([C:56]([CH3:59])([CH3:58])[CH3:57])([CH3:55])[CH3:54]. (3) Given the reactants C(NC(C)C)(C)C.[Cl:8][C:9]1[CH:17]=[C:16](I)[C:12]2[O:13][CH2:14][O:15][C:11]=2[C:10]=1[NH2:19].[CH3:20][C:21]([OH:25])([C:23]#[CH:24])[CH3:22], predict the reaction product. The product is: [NH2:19][C:10]1[C:11]2[O:15][CH2:14][O:13][C:12]=2[C:16]([C:24]#[C:23][C:21]([CH3:22])([OH:25])[CH3:20])=[CH:17][C:9]=1[Cl:8]. (4) Given the reactants [C:1]([O:5][C:6](=[O:25])[NH:7][C@H:8]([CH:22]([CH3:24])[CH3:23])[C:9]([N:11]([CH2:15][C:16]1[CH:21]=[CH:20][CH:19]=[CH:18][CH:17]=1)[CH2:12][CH2:13]O)=[O:10])([CH3:4])([CH3:3])[CH3:2].CCN(CC)CC.CS([Cl:37])(=O)=O, predict the reaction product. The product is: [C:1]([O:5][C:6](=[O:25])[NH:7][C@H:8]([CH:22]([CH3:24])[CH3:23])[C:9]([N:11]([CH2:15][C:16]1[CH:21]=[CH:20][CH:19]=[CH:18][CH:17]=1)[CH2:12][CH2:13][Cl:37])=[O:10])([CH3:4])([CH3:3])[CH3:2]. (5) The product is: [CH3:21][O:20][C:14]1[CH:13]=[C:12]([CH2:11][CH2:10][C:8]2[N:9]=[C:4]3[CH:3]=[C:2]([C:42]4[CH:43]=[N:39][NH:40][CH:41]=4)[N:22]([S:23]([C:26]4[CH:31]=[CH:30][CH:29]=[CH:28][CH:27]=4)(=[O:25])=[O:24])[C:5]3=[N:6][CH:7]=2)[CH:17]=[C:16]([O:18][CH3:19])[CH:15]=1. Given the reactants Br[C:2]1[N:22]([S:23]([C:26]2[CH:31]=[CH:30][CH:29]=[CH:28][CH:27]=2)(=[O:25])=[O:24])[C:5]2=[N:6][CH:7]=[C:8]([CH2:10][CH2:11][C:12]3[CH:17]=[C:16]([O:18][CH3:19])[CH:15]=[C:14]([O:20][CH3:21])[CH:13]=3)[N:9]=[C:4]2[CH:3]=1.C(OC([N:39]1[CH:43]=[C:42](B2OC(C)(C)C(C)(C)O2)[CH:41]=[N:40]1)=O)(C)(C)C.ClCCl.P([O-])([O-])([O-])=O.[K+].[K+].[K+], predict the reaction product. (6) Given the reactants [C:1]([O:5][C:6]([N:8]1[CH2:12][CH2:11][C@H:10]([NH:13][C:14]2[C:22]3[C:17](=[N:18][CH:19]=[CH:20][C:21]=3[O:23][C:24]3[CH:32]=[CH:31][C:27]([C:28](O)=[O:29])=[CH:26][CH:25]=3)[N:16]([CH2:33][C:34]3[CH:39]=[CH:38][C:37]([O:40][CH3:41])=[CH:36][CH:35]=3)[N:15]=2)[CH2:9]1)=[O:7])([CH3:4])([CH3:3])[CH3:2].[F:42][C:43]([F:52])([F:51])[C:44]1[CH:49]=[CH:48][N:47]=[C:46]([NH2:50])[CH:45]=1, predict the reaction product. The product is: [CH3:41][O:40][C:37]1[CH:36]=[CH:35][C:34]([CH2:33][N:16]2[C:17]3=[N:18][CH:19]=[CH:20][C:21]([O:23][C:24]4[CH:25]=[CH:26][C:27]([C:28](=[O:29])[NH:50][C:46]5[CH:45]=[C:44]([C:43]([F:51])([F:42])[F:52])[CH:49]=[CH:48][N:47]=5)=[CH:31][CH:32]=4)=[C:22]3[C:14]([NH:13][C@@H:10]3[CH2:11][CH2:12][N:8]([C:6]([O:5][C:1]([CH3:2])([CH3:4])[CH3:3])=[O:7])[CH2:9]3)=[N:15]2)=[CH:39][CH:38]=1.